From a dataset of Catalyst prediction with 721,799 reactions and 888 catalyst types from USPTO. Predict which catalyst facilitates the given reaction. (1) Reactant: [C:1](=[O:21])(OC1C=CC([N+]([O-])=O)=CC=1)[O:2][CH2:3][C:4]1[CH:5]=[N:6][C:7]([CH3:10])=[CH:8][CH:9]=1.CCN(C(C)C)C(C)C.[CH2:31]([N:33]1[CH2:38][CH2:37][NH:36][CH2:35][CH2:34]1)[CH3:32]. Product: [CH2:31]([N:33]1[CH2:38][CH2:37][N:36]([C:1]([O:2][CH2:3][C:4]2[CH:5]=[N:6][C:7]([CH3:10])=[CH:8][CH:9]=2)=[O:21])[CH2:35][CH2:34]1)[CH3:32]. The catalyst class is: 239. (2) Reactant: [OH:1][CH2:2][C:3]1[CH:4]=[C:5]([OH:10])[CH:6]=[C:7]([CH3:9])[CH:8]=1.Cl[C:12]1[CH:17]=[CH:16][C:15]([C:18]([F:21])([F:20])[F:19])=[CH:14][N:13]=1.C(=O)([O-])[O-].[K+].[K+].O. Product: [CH3:9][C:7]1[CH:8]=[C:3]([CH2:2][OH:1])[CH:4]=[C:5]([O:10][C:12]2[CH:17]=[CH:16][C:15]([C:18]([F:21])([F:20])[F:19])=[CH:14][N:13]=2)[CH:6]=1. The catalyst class is: 3. (3) Product: [CH2:1]([N:8]1[C:16]2[C:11](=[CH:12][C:13]([C:17]3[CH:22]=[CH:21][C:20]([OH:23])=[CH:19][CH:18]=3)=[CH:14][CH:15]=2)[C:10]([CH2:25][C:26]2[CH:27]=[CH:28][CH:29]=[CH:30][CH:31]=2)=[C:9]1[C:32]1[CH:37]=[CH:36][CH:35]=[CH:34][CH:33]=1)[C:2]1[CH:3]=[CH:4][CH:5]=[CH:6][CH:7]=1. The catalyst class is: 2. Reactant: [CH2:1]([N:8]1[C:16]2[C:11](=[CH:12][C:13]([C:17]3[CH:22]=[CH:21][C:20]([O:23]C)=[CH:19][CH:18]=3)=[CH:14][CH:15]=2)[C:10]([CH2:25][C:26]2[CH:31]=[CH:30][CH:29]=[CH:28][CH:27]=2)=[C:9]1[C:32]1[CH:37]=[CH:36][CH:35]=[CH:34][CH:33]=1)[C:2]1[CH:7]=[CH:6][CH:5]=[CH:4][CH:3]=1.B(Br)(Br)Br. (4) Reactant: [CH2:1]([O:8][C:9]1[C:14]([I:15])=[CH:13][N:12]=[C:11](Cl)[N:10]=1)[C:2]1[CH:7]=[CH:6][CH:5]=[CH:4][CH:3]=1.[C@]12(CS(O)(=O)=O)C(C)(C)C(CC1)CC2=O.C(=O)([O-])O.[Na+].C(OCC)(=O)C.[F:43][C:44]1[CH:45]=[C:46]([CH:48]=[CH:49][CH:50]=1)[NH2:47]. Product: [CH2:1]([O:8][C:9]1[C:14]([I:15])=[CH:13][N:12]=[C:11]([NH:47][C:46]2[CH:48]=[CH:49][CH:50]=[C:44]([F:43])[CH:45]=2)[N:10]=1)[C:2]1[CH:7]=[CH:6][CH:5]=[CH:4][CH:3]=1. The catalyst class is: 60. (5) Reactant: [NH2:1][C:2]1[CH:7]=[CH:6][C:5]([C:8]2[O:12][C:11]([C@H:13]([NH:24][C:25]3[CH:32]=[CH:31][C:28]([C:29]#[N:30])=[C:27]([Cl:33])[C:26]=3[CH3:34])[C@H:14]([O:16][Si:17]([C:20]([CH3:23])([CH3:22])[CH3:21])([CH3:19])[CH3:18])[CH3:15])=[N:10][N:9]=2)=[CH:4][CH:3]=1.[C:35](Cl)(=[O:42])[C:36]1[CH:41]=[CH:40][CH:39]=[CH:38][CH:37]=1. Product: [Si:17]([O:16][C@H:14]([CH3:15])[C@H:13]([C:11]1[O:12][C:8]([C:5]2[CH:4]=[CH:3][C:2]([NH:1][C:35](=[O:42])[C:36]3[CH:41]=[CH:40][CH:39]=[CH:38][CH:37]=3)=[CH:7][CH:6]=2)=[N:9][N:10]=1)[NH:24][C:25]1[CH:32]=[CH:31][C:28]([C:29]#[N:30])=[C:27]([Cl:33])[C:26]=1[CH3:34])([C:20]([CH3:22])([CH3:23])[CH3:21])([CH3:19])[CH3:18]. The catalyst class is: 202. (6) Reactant: [C:1]([C:4]1[CH:9]=[CH:8][C:7]([NH:10][CH2:11][C:12]2[N:16]([CH3:17])[C:15]3[CH:18]=[CH:19][C:20]([C@@:22]([NH:31][CH2:32][C:33]([OH:35])=[O:34])([C:24]([N:26]4[CH2:30][CH2:29][CH2:28][CH2:27]4)=[O:25])[CH3:23])=[CH:21][C:14]=3[N:13]=2)=[CH:6][CH:5]=1)(=[NH:3])[NH2:2].[ClH:36]. Product: [ClH:36].[C:1]([C:4]1[CH:5]=[CH:6][C:7]([NH:10][CH2:11][C:12]2[N:16]([CH3:17])[C:15]3[CH:18]=[CH:19][C:20]([C@@:22]([NH:31][CH2:32][C:33]([OH:35])=[O:34])([C:24]([N:26]4[CH2:30][CH2:29][CH2:28][CH2:27]4)=[O:25])[CH3:23])=[CH:21][C:14]=3[N:13]=2)=[CH:8][CH:9]=1)(=[NH:2])[NH2:3]. The catalyst class is: 125.